Dataset: Full USPTO retrosynthesis dataset with 1.9M reactions from patents (1976-2016). Task: Predict the reactants needed to synthesize the given product. (1) Given the product [CH2:1]([C:3]1[CH:16]=[C:15]([C:17]2[N:21]=[C:20]([C:22]3[CH:27]=[C:26]([CH3:28])[C:25]([CH2:29][CH:30]([CH3:31])[CH3:32])=[CH:24][N:23]=3)[O:19][N:18]=2)[CH:14]=[C:13]([CH3:33])[C:4]=1[O:5][CH2:6][CH2:7][N:40]1[CH2:41][CH:38]([C:36]([OH:35])=[O:37])[CH2:39]1)[CH3:2], predict the reactants needed to synthesize it. The reactants are: [CH2:1]([C:3]1[CH:16]=[C:15]([C:17]2[N:21]=[C:20]([C:22]3[CH:27]=[C:26]([CH3:28])[C:25]([CH2:29][CH:30]([CH3:32])[CH3:31])=[CH:24][N:23]=3)[O:19][N:18]=2)[CH:14]=[C:13]([CH3:33])[C:4]=1[O:5][CH2:6][CH2:7]OS(C)(=O)=O)[CH3:2].C[O:35][C:36]([CH:38]1[CH2:41][NH:40][CH2:39]1)=[O:37].C(N(CC)CC)C.Cl. (2) Given the product [F:1][C:2]1[C:7]([F:8])=[CH:6][C:5]([C:9]2[CH:14]=[CH:13][N:12]=[CH:11][C:10]=2[N:15]([CH3:29])[C:16](=[O:28])[C:17]2[CH:18]=[C:34]([C:33]([F:48])([F:47])[F:32])[N:42]=[C:21]([C:23]([F:24])([F:25])[F:26])[CH:22]=2)=[C:4]([O:30][CH3:31])[CH:3]=1, predict the reactants needed to synthesize it. The reactants are: [F:1][C:2]1[C:7]([F:8])=[CH:6][C:5]([C:9]2[CH:14]=[CH:13][N:12]=[CH:11][C:10]=2[N:15]([CH3:29])[C:16](=[O:28])[C:17]2[CH:22]=[C:21]([C:23]([F:26])([F:25])[F:24])C=C(F)[CH:18]=2)=[C:4]([O:30][CH3:31])[CH:3]=1.[F:32][C:33]([F:48])([F:47])[C:34]1C=C(C=C(C(F)(F)F)[N:42]=1)C(O)=O. (3) The reactants are: [CH3:1][O:2][C:3]1[CH:19]=[C:18]([O:20][CH3:21])[CH:17]=[CH:16][C:4]=1[CH2:5][N:6]1[C:10](=[O:11])[C@@H:9]([CH3:12])[C@H:8]([C:13]([OH:15])=O)[CH2:7]1.[CH2:22]([C@@H:29]1[CH2:33][O:32][C:31](=[O:34])[NH:30]1)[C:23]1[CH:28]=[CH:27][CH:26]=[CH:25][CH:24]=1.CCN=C=NCCCN(C)C.Cl. Given the product [CH2:22]([C@@H:29]1[CH2:33][O:32][C:31](=[O:34])[N:30]1[C:13]([C@H:8]1[C@H:9]([CH3:12])[C:10](=[O:11])[N:6]([CH2:5][C:4]2[CH:16]=[CH:17][C:18]([O:20][CH3:21])=[CH:19][C:3]=2[O:2][CH3:1])[CH2:7]1)=[O:15])[C:23]1[CH:24]=[CH:25][CH:26]=[CH:27][CH:28]=1, predict the reactants needed to synthesize it. (4) Given the product [N+:16]([C:13]1[CH:12]=[CH:11][C:10]([C:8]2[S:9][C:5]3[CH:4]=[C:3]([OH:2])[CH:20]=[CH:19][C:6]=3[N:7]=2)=[CH:15][CH:14]=1)([O-:18])=[O:17], predict the reactants needed to synthesize it. The reactants are: C[O:2][C:3]1[CH:20]=[CH:19][C:6]2[N:7]=[C:8]([C:10]3[CH:15]=[CH:14][C:13]([N+:16]([O-:18])=[O:17])=[CH:12][CH:11]=3)[S:9][C:5]=2[CH:4]=1.B(Br)(Br)Br. (5) Given the product [Cl:1][C:2]1[CH:10]=[C:9]([C:11]#[C:12][CH2:13][CH2:14][O:15][CH3:16])[C:5]2[O:6][CH2:7][O:8][C:4]=2[C:3]=1[NH:17][C:18]1[C:27]2[C:22](=[CH:23][C:24]([O:30][CH2:31][CH2:32][CH2:33][N:39]3[CH2:40][CH2:41][N:36]([CH3:35])[CH2:37][CH2:38]3)=[C:25]([O:28][CH3:29])[CH:26]=2)[N:21]=[CH:20][N:19]=1, predict the reactants needed to synthesize it. The reactants are: [Cl:1][C:2]1[CH:10]=[C:9]([C:11]#[C:12][CH2:13][CH2:14][O:15][CH3:16])[C:5]2[O:6][CH2:7][O:8][C:4]=2[C:3]=1[NH:17][C:18]1[C:27]2[C:22](=[CH:23][C:24]([O:30][CH2:31][CH2:32][CH2:33]Cl)=[C:25]([O:28][CH3:29])[CH:26]=2)[N:21]=[CH:20][N:19]=1.[CH3:35][N:36]1[CH2:41][CH2:40][NH:39][CH2:38][CH2:37]1. (6) The reactants are: [CH3:1][C:2]1([CH3:22])[C:11]2[C:6](=[CH:7][CH:8]=[CH:9][CH:10]=2)[CH:5]([C:12]2[CH:17]=[CH:16][C:15]([C:18]([F:21])([F:20])[F:19])=[CH:14][CH:13]=2)[NH:4][CH2:3]1.[CH:23]([N:26]=[C:27]=[O:28])([CH3:25])[CH3:24]. Given the product [CH:23]([NH:26][C:27]([N:4]1[CH2:3][C:2]([CH3:22])([CH3:1])[C:11]2[C:6](=[CH:7][CH:8]=[CH:9][CH:10]=2)[CH:5]1[C:12]1[CH:17]=[CH:16][C:15]([C:18]([F:21])([F:19])[F:20])=[CH:14][CH:13]=1)=[O:28])([CH3:25])[CH3:24], predict the reactants needed to synthesize it. (7) Given the product [ClH:3].[ClH:1].[Cl:3][C:4]1[CH:26]=[CH:25][CH:24]=[CH:23][C:5]=1[C:6]([NH:8][C:9]1[CH:14]=[CH:13][CH:12]=[C:11]([N:15]([CH3:29])[CH:16]2[CH2:17][CH2:18][N:19]([CH3:22])[CH2:20][CH2:21]2)[CH:10]=1)=[O:7], predict the reactants needed to synthesize it. The reactants are: [ClH:1].Cl.[Cl:3][C:4]1[CH:26]=[CH:25][CH:24]=[CH:23][C:5]=1[C:6]([NH:8][C:9]1[CH:14]=[CH:13][CH:12]=[C:11]([NH:15][CH:16]2[CH2:21][CH2:20][N:19]([CH3:22])[CH2:18][CH2:17]2)[CH:10]=1)=[O:7].C=O.[C:29](O)(=O)C.C([BH3-])#N.[Na+]. (8) Given the product [Cl:8][C:6]1[N:5]=[N:4][C:3]([C:9]([O:11][CH2:12][CH3:13])=[O:10])=[C:2]([NH:22][C:18]2[CH:17]=[CH:16][C:15]([CH3:14])=[C:20]([CH3:21])[N:19]=2)[CH:7]=1, predict the reactants needed to synthesize it. The reactants are: Cl[C:2]1[CH:7]=[C:6]([Cl:8])[N:5]=[N:4][C:3]=1[C:9]([O:11][CH2:12][CH3:13])=[O:10].[CH3:14][C:15]1[CH:16]=[CH:17][C:18]([NH2:22])=[N:19][C:20]=1[CH3:21].